This data is from Full USPTO retrosynthesis dataset with 1.9M reactions from patents (1976-2016). The task is: Predict the reactants needed to synthesize the given product. (1) Given the product [F:10][C:11]1[CH:16]=[CH:15][C:14]([C:2]2[N:7]=[C:6]([CH:8]=[O:9])[CH:5]=[CH:4][CH:3]=2)=[CH:13][C:12]=1[C:20]([F:21])([F:22])[F:23], predict the reactants needed to synthesize it. The reactants are: Br[C:2]1[N:7]=[C:6]([CH:8]=[O:9])[CH:5]=[CH:4][CH:3]=1.[F:10][C:11]1[CH:16]=[CH:15][C:14](B(O)O)=[CH:13][C:12]=1[C:20]([F:23])([F:22])[F:21].C(=O)([O-])[O-].[Cs+].[Cs+]. (2) Given the product [Br:12][C:13]1[CH:20]=[C:17]([CH:18]=[O:19])[C:16]([N:1]2[CH2:5][CH2:4][CH2:3][CH:2]2[CH2:6][CH2:7][CH2:8][C:9]([O:11][CH3:22])=[O:10])=[N:15][CH:14]=1, predict the reactants needed to synthesize it. The reactants are: [NH:1]1[CH2:5][CH2:4][CH2:3][CH:2]1[CH2:6][CH2:7][CH2:8][C:9]([OH:11])=[O:10].[Br:12][C:13]1[CH:14]=[N:15][C:16](Cl)=[C:17]([CH:20]=1)[CH:18]=[O:19].[C:22](=O)([O-])[O-].[Na+].[Na+].Cl. (3) Given the product [CH2:1]([O:8][CH2:9][C@@H:10]1[O:19][CH2:18][C@:13]2([C:38]3[CH:43]=[CH:42][C:41]([F:44])=[CH:40][C:39]=3[F:45])[NH:14][O:15][C@@H:16]([CH3:17])[C@@H:12]2[CH2:11]1)[C:2]1[CH:7]=[CH:6][CH:5]=[CH:4][CH:3]=1, predict the reactants needed to synthesize it. The reactants are: [CH2:1]([O:8][CH2:9][C@@H:10]1[O:19][CH2:18][C:13]2=[N:14][O:15][C@@H:16]([CH3:17])[C@@H:12]2[CH2:11]1)[C:2]1[CH:7]=[CH:6][CH:5]=[CH:4][CH:3]=1.C(OC[C@@H]1OC[C@]2([C:38]3[CH:43]=[CH:42][C:41]([F:44])=[CH:40][C:39]=3[F:45])NOC[C@@H]2C1)C1C=CC=CC=1. (4) The reactants are: [H-].[Al+3].[Li+].[H-].[H-].[H-].[NH2:7][C@@H:8]([CH2:12][S:13][CH2:14][C:15]1[CH:20]=[CH:19][C:18]([F:21])=[CH:17][CH:16]=1)[C:9](O)=[O:10]. Given the product [NH2:7][C@@H:8]([CH2:12][S:13][CH2:14][C:15]1[CH:16]=[CH:17][C:18]([F:21])=[CH:19][CH:20]=1)[CH2:9][OH:10], predict the reactants needed to synthesize it. (5) Given the product [ClH:26].[F:24][C:21]([F:22])([F:23])[C:14]1[C:13]2[NH:12][C:11](=[O:25])[C@@H:10]3[CH2:9][NH:8][CH2:20][C@H:19]3[C:18]=2[CH:17]=[CH:16][CH:15]=1, predict the reactants needed to synthesize it. The reactants are: C([N:8]1[CH2:20][C@@H:19]2[C@H:10]([C:11](=[O:25])[NH:12][C:13]3[C:14]([C:21]([F:24])([F:23])[F:22])=[CH:15][CH:16]=[CH:17][C:18]=32)[CH2:9]1)C1C=CC=CC=1.[ClH:26].[H][H]. (6) Given the product [CH:1]1([NH:6][C:7]([NH:9][C:10]([C:26]2[CH:31]=[C:30]([C:32]([F:35])([F:33])[F:34])[CH:29]=[C:28]([F:36])[CH:27]=2)([C:18]2[NH:19][C:20](=[O:24])[CH:21]=[CH:22][CH:23]=2)[CH2:11][C:12]2[CH:17]=[CH:16][CH:15]=[CH:14][CH:13]=2)=[O:8])[CH2:2][CH2:3][CH2:4][CH2:5]1, predict the reactants needed to synthesize it. The reactants are: [CH:1]1([NH:6][C:7]([NH:9][C:10]([C:26]2[CH:31]=[C:30]([C:32]([F:35])([F:34])[F:33])[CH:29]=[C:28]([F:36])[CH:27]=2)([C:18]2[CH:23]=[CH:22][CH:21]=[C:20]([O:24]C)[N:19]=2)[CH2:11][C:12]2[CH:17]=[CH:16][CH:15]=[CH:14][CH:13]=2)=[O:8])[CH2:5][CH2:4][CH2:3][CH2:2]1.[Si](I)(C)(C)C.CO. (7) Given the product [Cl:25][C:11]1[CH:12]=[C:13]([NH:16][C:17]2[CH:22]=[CH:21][C:20]([F:23])=[CH:19][C:18]=2[F:24])[CH:14]=[CH:15][C:10]=1[C:8]([C:6]1[CH:7]=[C:2]([NH:1][C:36]([NH:35][CH2:34][CH2:33][C:27]2[CH:32]=[CH:31][CH:30]=[CH:29][CH:28]=2)=[O:37])[CH:3]=[CH:4][C:5]=1[CH3:26])=[O:9], predict the reactants needed to synthesize it. The reactants are: [NH2:1][C:2]1[CH:3]=[CH:4][C:5]([CH3:26])=[C:6]([C:8]([C:10]2[CH:15]=[CH:14][C:13]([NH:16][C:17]3[CH:22]=[CH:21][C:20]([F:23])=[CH:19][C:18]=3[F:24])=[CH:12][C:11]=2[Cl:25])=[O:9])[CH:7]=1.[C:27]1([CH2:33][CH2:34][N:35]=[C:36]=[O:37])[CH:32]=[CH:31][CH:30]=[CH:29][CH:28]=1. (8) Given the product [O:13]1[C:14]2[CH:19]=[CH:18][CH:17]=[CH:16][C:15]=2[C:11]([C@H:8]2[CH2:7][CH2:6][C@H:5]([C:3]([OH:4])=[O:2])[CH2:10][CH2:9]2)=[N:12]1, predict the reactants needed to synthesize it. The reactants are: C[O:2][C:3]([C@H:5]1[CH2:10][CH2:9][C@H:8]([C:11]2[C:15]3[CH:16]=[CH:17][CH:18]=[CH:19][C:14]=3[O:13][N:12]=2)[CH2:7][CH2:6]1)=[O:4].[OH-].[Na+].Cl.